From a dataset of Catalyst prediction with 721,799 reactions and 888 catalyst types from USPTO. Predict which catalyst facilitates the given reaction. The catalyst class is: 1. Product: [OH:11][CH2:10][C:7]1[CH:8]=[C:9]2[C:4]([CH:3]=[N:2][N:1]2[C:14]([O:16][C:17]([CH3:20])([CH3:19])[CH3:18])=[O:15])=[CH:5][CH:6]=1. Reactant: [N:1]1([C:14]([O:16][C:17]([CH3:20])([CH3:19])[CH3:18])=[O:15])[C:9]2[C:4](=[CH:5][CH:6]=[C:7]([C:10](OC)=[O:11])[CH:8]=2)[CH:3]=[N:2]1.[H-].[H-].[H-].[H-].[Li+].[Al+3].O.